Dataset: Forward reaction prediction with 1.9M reactions from USPTO patents (1976-2016). Task: Predict the product of the given reaction. (1) Given the reactants N.C(OC([O:7][C:8]1[CH:13]=[CH:12][C:11](/[CH:14]=[CH:15]/[C:16]([O:18][CH2:19][CH2:20][CH2:21][CH2:22][CH2:23][CH2:24][Cl:25])=[O:17])=[CH:10][CH:9]=1)=O)C, predict the reaction product. The product is: [OH:7][C:8]1[CH:9]=[CH:10][C:11](/[CH:14]=[CH:15]/[C:16]([O:18][CH2:19][CH2:20][CH2:21][CH2:22][CH2:23][CH2:24][Cl:25])=[O:17])=[CH:12][CH:13]=1. (2) Given the reactants [CH3:1][C:2]1[C:6]([C:7]2[CH:12]=[C:11]([N+:13]([O-])=O)[CH:10]=[CH:9][C:8]=2[O:16][CH3:17])=[C:5]([CH3:18])[O:4][N:3]=1, predict the reaction product. The product is: [CH3:1][C:2]1[C:6]([C:7]2[CH:12]=[C:11]([CH:10]=[CH:9][C:8]=2[O:16][CH3:17])[NH2:13])=[C:5]([CH3:18])[O:4][N:3]=1.[CH3:1][C:2]1[C:6]([C:7]2[CH:12]=[C:11]([NH2:13])[CH:10]=[CH:9][C:8]=2[O:16][CH3:17])=[C:5]([CH3:18])[O:4][N:3]=1.